From a dataset of Reaction yield outcomes from USPTO patents with 853,638 reactions. Predict the reaction yield, written as a fraction of the theoretical maximum amount of product (1.0 means a 100% yield; for example, 0.34 means a 34% yield). (1) The reactants are [Br:1][C:2]1[CH:3]=[C:4]([OH:8])[CH:5]=[N:6][CH:7]=1.C1C=C(Cl)C=C(C(OO)=[O:17])C=1. The catalyst is C(Cl)Cl. The product is [Br:1][C:2]1[CH:3]=[C:4]([OH:8])[CH:5]=[N+:6]([O-:17])[CH:7]=1. The yield is 0.690. (2) The reactants are [N:1]1[CH:6]=[CH:5][CH:4]=[N:3][C:2]=1[CH2:7][O:8][C:9]1[CH:14]=[CH:13][NH:12][C:11](=[O:15])[CH:10]=1.Br[C:17]1[CH:18]=[CH:19][C:20]2[C:21]3[CH2:30][N:29]([C:31]([O:33][C:34]([CH3:37])([CH3:36])[CH3:35])=[O:32])[CH2:28][CH2:27][C:22]=3[N:23]([CH3:26])[C:24]=2[CH:25]=1.OC1C=CC=C2C=1N=CC=C2.C([O-])([O-])=O.[Cs+].[Cs+]. The catalyst is CS(C)=O.[Cu]I. The product is [CH3:26][N:23]1[C:24]2[CH:25]=[C:17]([N:12]3[CH:13]=[CH:14][C:9]([O:8][CH2:7][C:2]4[N:3]=[CH:4][CH:5]=[CH:6][N:1]=4)=[CH:10][C:11]3=[O:15])[CH:18]=[CH:19][C:20]=2[C:21]2[CH2:30][N:29]([C:31]([O:33][C:34]([CH3:37])([CH3:36])[CH3:35])=[O:32])[CH2:28][CH2:27][C:22]1=2. The yield is 0.440. (3) The reactants are C[O:2][C:3](=[O:20])[C:4]1[CH:9]=[CH:8][C:7](Cl)=[N:6][C:5]=1[NH:11][C:12]1[CH:17]=[CH:16][C:15]([Br:18])=[CH:14][C:13]=1[F:19].BrC1C=CC(NC2N=C(Cl)C=CC=2C(O)=[O:32])=C(F)C=1.C[Si](C=[N+]=[N-])(C)C. The catalyst is CO.C1C=CC=CC=1. The product is [Br:18][C:15]1[CH:16]=[CH:17][C:12]([NH:11][C:5]2[NH:6][C:7](=[O:32])[CH:8]=[CH:9][C:4]=2[C:3]([OH:2])=[O:20])=[C:13]([F:19])[CH:14]=1. The yield is 0.930. (4) The reactants are Cl.[CH2:2]([O:9][C:10](=[O:21])[C:11]1[CH:16]=[C:15]([Br:17])[CH:14]=[C:13]([NH:18]N)[C:12]=1[CH3:20])[C:3]1[CH:8]=[CH:7][CH:6]=[CH:5][CH:4]=1.C(O)CO.O.[O:27]1[CH:31]=[CH:30][CH2:29][CH2:28]1. The catalyst is CCOC(C)=O. The product is [CH2:2]([O:9][C:10]([C:11]1[C:12]([CH3:20])=[C:13]2[C:14]([C:30]([CH2:29][CH2:28][OH:27])=[CH:31][NH:18]2)=[C:15]([Br:17])[CH:16]=1)=[O:21])[C:3]1[CH:8]=[CH:7][CH:6]=[CH:5][CH:4]=1. The yield is 0.270.